Dataset: Full USPTO retrosynthesis dataset with 1.9M reactions from patents (1976-2016). Task: Predict the reactants needed to synthesize the given product. (1) The reactants are: [Si:1]([O:18][CH2:19][C:20]([O:22]CC)=O)([C:14]([CH3:17])([CH3:16])[CH3:15])([C:8]1[CH:13]=[CH:12][CH:11]=[CH:10][CH:9]=1)[C:2]1[CH:7]=[CH:6][CH:5]=[CH:4][CH:3]=1.[CH2:25]([Mg]Br)[CH3:26].[Cl-].[NH4+]. Given the product [Si:1]([O:18][CH2:19][C:20]1([OH:22])[CH2:26][CH2:25]1)([C:14]([CH3:15])([CH3:17])[CH3:16])([C:8]1[CH:9]=[CH:10][CH:11]=[CH:12][CH:13]=1)[C:2]1[CH:7]=[CH:6][CH:5]=[CH:4][CH:3]=1, predict the reactants needed to synthesize it. (2) Given the product [NH2:6][C:7]1[CH:8]=[CH:9][CH:10]=[CH:11][C:1]=1[C:2]([NH:22][CH:20]([C:17]1[CH:18]=[CH:19][C:14]([Cl:13])=[CH:15][CH:16]=1)[CH3:21])=[O:4], predict the reactants needed to synthesize it. The reactants are: [C:1]12[C:7](=[CH:8][CH:9]=[CH:10][CH:11]=1)[NH:6]C(=O)[O:4][C:2]2=O.[Cl:13][C:14]1[CH:19]=[CH:18][C:17]([CH:20]([NH2:22])[CH3:21])=[CH:16][CH:15]=1.C(N(C(C)C)CC)(C)C. (3) Given the product [F:1][C:2]([F:17])([F:16])[CH2:3][O:4][C:5]1[CH:6]=[N:7][C:8]2[CH:9]([OH:20])[CH2:10][CH2:11][CH2:12][C:13]=2[CH:14]=1, predict the reactants needed to synthesize it. The reactants are: [F:1][C:2]([F:17])([F:16])[CH2:3][O:4][C:5]1[CH:6]=[N+:7]([O-])[C:8]2[CH2:9][CH2:10][CH2:11][CH2:12][C:13]=2[CH:14]=1.C(OC(=O)C)(=[O:20])C.C(=O)([O-])[O-].[K+].[K+].